From a dataset of Catalyst prediction with 721,799 reactions and 888 catalyst types from USPTO. Predict which catalyst facilitates the given reaction. (1) Reactant: [Cl:1][C:2]1[CH:7]=[CH:6][CH:5]=[CH:4][C:3]=1[C:8]1[C:9]([OH:18])=[C:10]([CH:15]=CC)[CH:11]=[CH:12][C:13]=1[Cl:14].I([O-])(=O)(=O)=[O:20].[Na+]. Product: [Cl:1][C:2]1[CH:7]=[CH:6][CH:5]=[CH:4][C:3]=1[C:8]1[C:13]([Cl:14])=[CH:12][CH:11]=[C:10]([CH:15]=[O:20])[C:9]=1[OH:18]. The catalyst class is: 822. (2) Reactant: Br[CH2:2][C:3]([C:5]1[CH:10]=[CH:9][C:8]([OH:11])=[CH:7][CH:6]=1)=O.[NH2:12][C:13]1[CH:18]=[CH:17][C:16]([I:19])=[CH:15][N:14]=1. Product: [OH:11][C:8]1[CH:9]=[CH:10][C:5]([C:3]2[N:12]=[C:13]3[CH:18]=[CH:17][C:16]([I:19])=[CH:15][N:14]3[CH:2]=2)=[CH:6][CH:7]=1. The catalyst class is: 10. (3) Reactant: [NH2:1][C:2]([C:4]1[N:5]=[C:6]([C:9]2[CH:10]=[C:11]3[C:16](=[CH:17][CH:18]=2)[C:15](=[O:19])[N:14]([CH2:20][CH:21]([CH3:23])[CH3:22])[C:13]([CH2:24][NH:25][C:26](=[O:32])[O:27][C:28]([CH3:31])([CH3:30])[CH3:29])=[C:12]3[C:33]2[CH:38]=[CH:37][CH:36]=[CH:35][CH:34]=2)[S:7][CH:8]=1)=O.N1C(Cl)=NC(Cl)=NC=1Cl.CN(C)C=O. Product: [C:2]([C:4]1[N:5]=[C:6]([C:9]2[CH:10]=[C:11]3[C:16](=[CH:17][CH:18]=2)[C:15](=[O:19])[N:14]([CH2:20][CH:21]([CH3:23])[CH3:22])[C:13]([CH2:24][NH:25][C:26](=[O:32])[O:27][C:28]([CH3:31])([CH3:30])[CH3:29])=[C:12]3[C:33]2[CH:34]=[CH:35][CH:36]=[CH:37][CH:38]=2)[S:7][CH:8]=1)#[N:1]. The catalyst class is: 6. (4) Reactant: [Cl:1][C:2]1[C:6]([CH3:7])=[CH:5][S:4][C:3]=1[C:8]([OH:10])=O.O1CCCC1.S(Cl)(Cl)=O.[NH2:20][C:21]1[CH:22]=[C:23]([CH:40]=[CH:41][C:42]=1[CH3:43])[O:24][C:25]1[CH:26]=[CH:27][C:28]2[N:29]([N:31]=[C:32]([NH:34][C:35]([CH:37]3[CH2:39][CH2:38]3)=[O:36])[N:33]=2)[CH:30]=1. Product: [Cl:1][C:2]1[C:6]([CH3:7])=[CH:5][S:4][C:3]=1[C:8]([NH:20][C:21]1[CH:22]=[C:23]([O:24][C:25]2[CH:26]=[CH:27][C:28]3[N:29]([N:31]=[C:32]([NH:34][C:35]([CH:37]4[CH2:38][CH2:39]4)=[O:36])[N:33]=3)[CH:30]=2)[CH:40]=[CH:41][C:42]=1[CH3:43])=[O:10]. The catalyst class is: 402. (5) Reactant: [CH3:1][N:2]1[C:6]([CH:7]=O)=[CH:5][CH:4]=[N:3]1.C1CCN2[C:12](=[N:13]CCC2)[CH2:11]C1. Product: [CH3:1][N:2]1[C:6]([CH:7]=[CH:11][C:12]#[N:13])=[CH:5][CH:4]=[N:3]1. The catalyst class is: 11. (6) Reactant: [ClH:1].[I:2][C:3]1[C:4]([NH:15]C(=O)OC(C)(C)C)=[CH:5][C:6]2[C:11]([CH:12]=1)=[CH:10][CH:9]=[C:8]([O:13][CH3:14])[CH:7]=2.IC1C2C(=CC=C(OC)C=2)C=CC=1NC(=O)OC(C)(C)C. Product: [Cl-:1].[I:2][C:3]1[C:4]([NH3+:15])=[CH:5][C:6]2[C:11]([CH:12]=1)=[CH:10][CH:9]=[C:8]([O:13][CH3:14])[CH:7]=2.[ClH:1]. The catalyst class is: 25. (7) Reactant: [H-].[Na+].[C:3]1([OH:9])[CH:8]=[CH:7][CH:6]=[CH:5][CH:4]=1.Br[C:11]1[CH:16]=[CH:15][C:14]([Br:17])=[CH:13][N:12]=1. Product: [Br:17][C:14]1[CH:15]=[CH:16][C:11]([O:9][C:3]2[CH:8]=[CH:7][CH:6]=[CH:5][CH:4]=2)=[N:12][CH:13]=1. The catalyst class is: 3. (8) Reactant: [Br:1][C:2]1[CH:7]=[CH:6][C:5]([C:8]2[C:12]([O:13][CH2:14][C:15]3[CH:20]=[CH:19][C:18]([O:21][CH3:22])=[CH:17][CH:16]=3)=[C:11]([C:23]([O:25][CH3:26])=[O:24])[NH:10][N:9]=2)=[CH:4][CH:3]=1.O.[OH-].[Li+].[CH3:30]I. Product: [Br:1][C:2]1[CH:3]=[CH:4][C:5]([C:8]2[C:12]([O:13][CH2:14][C:15]3[CH:20]=[CH:19][C:18]([O:21][CH3:22])=[CH:17][CH:16]=3)=[C:11]([C:23]([O:25][CH3:26])=[O:24])[N:10]([CH3:30])[N:9]=2)=[CH:6][CH:7]=1. The catalyst class is: 42. (9) Reactant: C(C=P(CCCC)(CCCC)CCCC)#N.O[CH2:18][C@@H:19]([N:22]([CH2:35][CH2:36][OH:37])[S:23]([C:26]1[CH:31]=[CH:30][CH:29]=[CH:28][C:27]=1[N+:32]([O-:34])=[O:33])(=[O:25])=[O:24])[CH2:20][CH3:21]. Product: [CH2:20]([C@H:19]1[CH2:18][O:37][CH2:36][CH2:35][N:22]1[S:23]([C:26]1[CH:31]=[CH:30][CH:29]=[CH:28][C:27]=1[N+:32]([O-:34])=[O:33])(=[O:24])=[O:25])[CH3:21]. The catalyst class is: 11.